Dataset: Forward reaction prediction with 1.9M reactions from USPTO patents (1976-2016). Task: Predict the product of the given reaction. Given the reactants [F:1][C:2]1[C:3]([O:21][CH3:22])=[C:4]([C@H:9]([CH2:19][CH3:20])[CH2:10][C@:11]([OH:18])([C:14]([F:17])([F:16])[F:15])[CH:12]=O)[CH:5]=[CH:6][C:7]=1[F:8].[NH2:23][C:24]1[CH:33]=[CH:32][CH:31]=[C:30]2[C:25]=1[CH:26]=[N:27][C:28]([CH3:34])=[N:29]2.[O-]CCCC.C(O)(=O)C, predict the reaction product. The product is: [F:1][C:2]1[C:3]([O:21][CH3:22])=[C:4]([C@H:9]([CH2:19][CH3:20])[CH2:10][C@@:11]([C:14]([F:16])([F:15])[F:17])([OH:18])[CH:12]=[N:23][C:24]2[CH:33]=[CH:32][CH:31]=[C:30]3[C:25]=2[CH:26]=[N:27][C:28]([CH3:34])=[N:29]3)[CH:5]=[CH:6][C:7]=1[F:8].